This data is from Forward reaction prediction with 1.9M reactions from USPTO patents (1976-2016). The task is: Predict the product of the given reaction. The product is: [CH2:1]([C:5]1[C:6]([CH3:13])=[C:7]([C:10](=[O:12])[CH3:14])[S:8][CH:9]=1)[CH:2]([CH3:3])[CH3:4]. Given the reactants [CH2:1]([C:5]1[C:6]([CH3:13])=[C:7]([C:10]([OH:12])=O)[S:8][CH:9]=1)[CH:2]([CH3:4])[CH3:3].[CH3:14][Li].[NH4+].[Cl-], predict the reaction product.